This data is from Catalyst prediction with 721,799 reactions and 888 catalyst types from USPTO. The task is: Predict which catalyst facilitates the given reaction. (1) Reactant: [I:1][C:2]1[CH:3]=[C:4]([CH2:8][S:9](Cl)(=[O:11])=[O:10])[CH:5]=[CH:6][CH:7]=1.[NH3:13]. Product: [I:1][C:2]1[CH:3]=[C:4]([CH2:8][S:9]([NH2:13])(=[O:11])=[O:10])[CH:5]=[CH:6][CH:7]=1. The catalyst class is: 1. (2) Reactant: [N:1]1([CH2:6][C:7]([C:9]2[S:10][CH:11]=[CH:12][CH:13]=2)=[O:8])[CH:5]=[CH:4][N:3]=[CH:2]1.[BH4-].[Na+].C(OCC)C. Product: [N:1]1([CH2:6][CH:7]([C:9]2[S:10][CH:11]=[CH:12][CH:13]=2)[OH:8])[CH:5]=[CH:4][N:3]=[CH:2]1. The catalyst class is: 5. (3) Reactant: [Br:1][C:2]1[C:3]([C:12]([O:14][CH3:15])=[O:13])=[CH:4][C:5]([Cl:11])=[C:6]([CH:10]=1)[C:7]([OH:9])=O.C(Cl)(=O)C(Cl)=O.[CH2:22]([C:24]1[CH:29]=[CH:28][CH:27]=[CH:26][CH:25]=1)[CH3:23].[Al+3].[Cl-].[Cl-].[Cl-]. Product: [Br:1][C:2]1[CH:10]=[C:6]([C:7](=[O:9])[C:27]2[CH:28]=[CH:29][C:24]([CH2:22][CH3:23])=[CH:25][CH:26]=2)[C:5]([Cl:11])=[CH:4][C:3]=1[C:12]([O:14][CH3:15])=[O:13]. The catalyst class is: 120. (4) Reactant: [Br:1][C:2]1[C:7]([O:8][CH2:9][O:10][CH3:11])=[CH:6][C:5]([O:12][CH2:13][O:14][CH3:15])=[CH:4][C:3]=1[CH2:16][OH:17].[H-].[Na+].[CH3:20]I. Product: [Br:1][C:2]1[C:3]([CH2:16][O:17][CH3:20])=[CH:4][C:5]([O:12][CH2:13][O:14][CH3:15])=[CH:6][C:7]=1[O:8][CH2:9][O:10][CH3:11]. The catalyst class is: 1. (5) Reactant: [Cl:1][C:2]1[CH:7]=[CH:6][N:5]=[C:4]([NH:8][C:9](=[O:14])[C:10]([CH3:13])([CH3:12])[CH3:11])[CH:3]=1.C1C(=O)N([Cl:22])C(=O)C1. Product: [Cl:1][C:2]1[C:7]([Cl:22])=[CH:6][N:5]=[C:4]([NH:8][C:9](=[O:14])[C:10]([CH3:11])([CH3:13])[CH3:12])[CH:3]=1. The catalyst class is: 10.